From a dataset of Peptide-MHC class I binding affinity with 185,985 pairs from IEDB/IMGT. Regression. Given a peptide amino acid sequence and an MHC pseudo amino acid sequence, predict their binding affinity value. This is MHC class I binding data. (1) The peptide sequence is MLIDFRELNR. The MHC is Mamu-B8301 with pseudo-sequence Mamu-B8301. The binding affinity (normalized) is 0.852. (2) The peptide sequence is IQQLQNLAI. The MHC is Mamu-A70103 with pseudo-sequence Mamu-A70103. The binding affinity (normalized) is 0.428.